From a dataset of Experimentally validated miRNA-target interactions with 360,000+ pairs, plus equal number of negative samples. Binary Classification. Given a miRNA mature sequence and a target amino acid sequence, predict their likelihood of interaction. (1) The miRNA is hsa-miR-6748-5p with sequence UGUGGGUGGGAAGGACUGGAUU. The protein sequence of the target gene is MPDPSKSAPAPKKGSKKAVTKAQKKDGKKRKRGRKESYSIYVYKVLKQVHPDTGISSKAMGIMNSFVNDIFERIASEASRLAHYNKRSTITSREVQTAVRLLLPGELAKHAVSEGTKAVTKYTSSK. Result: 1 (interaction). (2) Result: 1 (interaction). The miRNA is hsa-miR-6780b-5p with sequence UGGGGAAGGCUUGGCAGGGAAGA. The protein sequence of the target gene is MEVAVPVKQEAEGLALDSPWHRFRRFHLGDAPGPREALGLLRALCRDWLRPEVHTKEQMLELLVLEQFLSALPADTQAWVCSRQPQSGEEAVALLEELWGPAASPDGSSATRVPQDVTQGPGATGGKEDSGMIPLAGTAPGAEGPAPGDSQAVRPYKQEPSSPPLAPGLPAFLAAPGTTSCPECGKTSLKPAHLLRHRQSHSGEKPHACPECGKAFRRKEHLRRHRDTHPGSPGSPGPALRPLPAREKPHACCECGKTFYWREHLVRHRKTHSGARPFACWECGKGFGRREHVLRHQRIH.... (3) The miRNA is mmu-miR-466n-3p with sequence UAUACAUGAGAGCAUACAUAGA. The protein sequence of the target gene is MRSIRSFANDDRHVMVKHSTIYPSPEELEAVQNMVSTVECALKHVSDWLDETNKGTKPEGETEVKKDEAVENYSKDQGGRTLCGVMRIGLVAKGLLIKDDMDLELVLMCKDKPTETLLNTVKDNLPIQIQKLTEEKYQVEQCINEASIIIRNTKEPTLTLKVILTSPLIRDELEKKDGENVMMKDPPDLLDRQKCLNALASLRHAKWFQARANGLKSCVIVLRILRDLCNRVPTWAPLKGWPLELICEKSIGTCNRPLGAGEALRRVMECLASGILLPGGPGLHDPCERDPTDALSYMTT.... Result: 1 (interaction). (4) The miRNA is hsa-miR-7114-5p with sequence UCUGUGGAGUGGGGUGCCUGU. The protein sequence of the target gene is MWRRKHPRTSGGTRGVLSGNRGVEYGSGRGHLGTFEGRWRKLPKMPEAVGTDPSTSRKMAELEEVTLDGKPLQALRVTDLKAALEQRGLAKSGQKSALVKRLKGALMLENLQKHSTPHAAFQPNSQIGEEMSQNSFIKQYLEKQQELLRQRLEREAREAAELEEASAESEDEMIHPEGVASLLPPDFQSSLERPELELSRHSPRKSSSISEEKGDSDDEKPRKGERRSSRVRQARAAKLSEGSQPAEEEEDQETPSRNLRVRADRNLKTEEEEEEEEEEEEDDEEEEGDDEGQKSREAPI.... Result: 1 (interaction). (5) The miRNA is hsa-miR-1-3p with sequence UGGAAUGUAAAGAAGUAUGUAU. The protein sequence of the target gene is MSKSFQQSSLSRDSQGHGRDLSAAGIGLLAAATQSLSMPASLGRMNQGTARLASLMNLGMSSSLNQQGAHSALSSASTSSHNLQSIFNIGSRGPLPLSSQHRGDADQASNILASFGLSARDLDELSRYPEDKITPENLPQILLQLKRRRTEEGPTLSYGRDGRSATREPPYRVPRDDWEEKRHFRRDSFDDRGPSLNPVLDYDHGSRSQESGYYDRMDYEDDRLRDGERCRDDSFFGETSHNYHKFDSEYERMGRGPGPLQERSLFEKKRGAPPSSNIEDFHGLLPKGYPHLCSICDLPV.... Result: 1 (interaction). (6) The miRNA is hsa-miR-4682 with sequence UCUGAGUUCCUGGAGCCUGGUCU. The protein sequence of the target gene is MKVLAAGIVPLLLLVLHWKHGAGSPLPITPVNATCAIRHPCHGNLMNQIKNQLAQLNGSANALFISYYTAQGEPFPNNVEKLCAPNMTDFPSFHGNGTEKTKLVELYRMVAYLSASLTNITRDQKVLNPTAVSLQVKLNATIDVMRGLLSNVLCRLCNKYRVGHVDVPPVPDHSDKEAFQRKKLGCQLLGTYKQVISVVVQAF. Result: 0 (no interaction). (7) The protein sequence of the target gene is MASLGVQLVGYILGLLGLLGTSIAMLLPNWRTSSYVGASIVTAVGFSKGLWMECATHSTGITQCDIYSTLLGLPADIQAAQAMMVTSSAMSSLACIISVVGMRCTVFCQDSRAKDRVAVVGGVFFILGGILGFIPVAWNLHGILRDFYSPLVPDSMKFEIGEALYLGIISALFSLVAGVILCFSCSPQGNRTNYYDGYQAQPLATRSSPRSAQQPKAKSEFNSYSLTGYV. The miRNA is mmu-miR-669b-3p with sequence CAUAUACAUACACACAAACAUAU. Result: 0 (no interaction).